This data is from Full USPTO retrosynthesis dataset with 1.9M reactions from patents (1976-2016). The task is: Predict the reactants needed to synthesize the given product. (1) Given the product [C:1]1([C:16]2[CH:17]=[CH:18][CH:19]=[CH:20][CH:21]=2)[CH:6]=[CH:5][C:4]([CH:7]([N:14]([CH3:15])[C:29](=[O:31])[CH2:28][N:27]2[C:26]3[CH:32]=[C:33]([O:36][C:37]([F:40])([F:39])[F:38])[CH:34]=[CH:35][C:25]=3[O:24][C:23]2=[O:22])[CH2:8][N:9]2[CH2:13][CH2:12][CH2:11][CH2:10]2)=[CH:3][CH:2]=1, predict the reactants needed to synthesize it. The reactants are: [C:1]1([C:16]2[CH:21]=[CH:20][CH:19]=[CH:18][CH:17]=2)[CH:6]=[CH:5][C:4]([CH:7]([NH:14][CH3:15])[CH2:8][N:9]2[CH2:13][CH2:12][CH2:11][CH2:10]2)=[CH:3][CH:2]=1.[O:22]=[C:23]1[N:27]([CH2:28][C:29]([OH:31])=O)[C:26]2[CH:32]=[C:33]([O:36][C:37]([F:40])([F:39])[F:38])[CH:34]=[CH:35][C:25]=2[O:24]1.C(N(CC)CC)C.F[P-](F)(F)(F)(F)F.N1(O[P+](N(C)C)(N(C)C)N(C)C)C2C=CC=CC=2N=N1.FC(F)(F)C(O)=O. (2) Given the product [CH:2]1([CH2:5][N:6]2[C:10]3[CH:11]=[CH:12][C:13]([C:15]4[CH:16]=[C:17]([CH:18]=[CH:19][CH:20]=4)[CH2:21][NH:22][C:27]4[N:34]=[CH:33][CH:32]=[CH:31][C:28]=4[C:29]#[N:30])=[CH:14][C:9]=3[N:8]([CH3:23])[S:7]2(=[O:24])=[O:25])[CH2:4][CH2:3]1, predict the reactants needed to synthesize it. The reactants are: Cl.[CH:2]1([CH2:5][N:6]2[C:10]3[CH:11]=[CH:12][C:13]([C:15]4[CH:16]=[C:17]([CH2:21][NH2:22])[CH:18]=[CH:19][CH:20]=4)=[CH:14][C:9]=3[N:8]([CH3:23])[S:7]2(=[O:25])=[O:24])[CH2:4][CH2:3]1.F[C:27]1[N:34]=[CH:33][CH:32]=[CH:31][C:28]=1[C:29]#[N:30].CN1C(=O)CCC1.CCN(C(C)C)C(C)C. (3) Given the product [CH2:13]([O:12][C:10](=[O:11])[NH:1][CH2:2][CH2:3][CH2:4][CH2:5][CH2:6][CH2:7][CH2:8][NH2:9])[C:14]1[CH:19]=[CH:18][CH:17]=[CH:16][CH:15]=1, predict the reactants needed to synthesize it. The reactants are: [NH2:1][CH2:2][CH2:3][CH2:4][CH2:5][CH2:6][CH2:7][CH2:8][NH2:9].[C:10](Cl)([O:12][CH2:13][C:14]1[CH:19]=[CH:18][CH:17]=[CH:16][CH:15]=1)=[O:11]. (4) Given the product [CH2:1]([O:3][C:4]1[N:8]([CH2:9][C:10]2[CH:11]=[CH:12][C:13]([C:16]3[CH:21]=[CH:20][CH:19]=[CH:18][C:17]=3[C:22]3[NH:26][C:25](=[O:27])[O:24][N:23]=3)=[CH:14][CH:15]=2)[C:7]2[C:28]([C:32]([O:34][CH:49]3[CH2:48][CH2:44][C:45](=[O:46])[O:57]3)=[O:33])=[CH:29][CH:30]=[CH:31][C:6]=2[N:5]=1)[CH3:2], predict the reactants needed to synthesize it. The reactants are: [CH2:1]([O:3][C:4]1[N:8]([CH2:9][C:10]2[CH:15]=[CH:14][C:13]([C:16]3[CH:21]=[CH:20][CH:19]=[CH:18][C:17]=3[C:22]3[NH:26][C:25](=[O:27])[O:24][N:23]=3)=[CH:12][CH:11]=2)[C:7]2[C:28]([C:32]([OH:34])=[O:33])=[CH:29][CH:30]=[CH:31][C:6]=2[N:5]=1)[CH3:2].C(N(CC)CC)C.ClC1C=C(Cl)[CH:49]=[C:48](Cl)[C:44]=1[C:45](Cl)=[O:46].C1C[O:57]CC1. (5) The reactants are: [Cl:1][C:2]1[CH:7]=[CH:6][C:5]([NH:8][C:9]([CH:11]2[CH2:20][C:19]3[C:14](=[CH:15][CH:16]=[C:17]([O:21][C:22]4[CH:27]=[CH:26][N:25]=[C:24]([C:28]5[NH:29][CH2:30][CH2:31][N:32]=5)[CH:23]=4)[CH:18]=3)[CH2:13][NH:12]2)=[O:10])=[CH:4][C:3]=1[C:33]([F:36])([F:35])[F:34].C=O.[C:39]([BH3-])#N.[Na+].[C:43]([O-:46])(O)=[O:44].[Na+]. Given the product [Cl:1][C:2]1[CH:7]=[CH:6][C:5]([NH:8][C:9]([CH:11]2[CH2:20][C:19]3[C:14](=[CH:15][CH:16]=[C:17]([O:21][C:22]4[CH:27]=[CH:26][N:25]=[C:24]([C:28]5[NH:29][CH2:30][CH2:31][N:32]=5)[CH:23]=4)[CH:18]=3)[CH2:13][N:12]2[CH3:39])=[O:10])=[CH:4][C:3]=1[C:33]([F:36])([F:34])[F:35].[CH3:16][C:17]([CH2:18][C:43]([OH:46])=[O:44])=[O:21], predict the reactants needed to synthesize it. (6) The reactants are: [CH3:1][C:2]1([CH3:19])[CH2:14][C:13]2=[N:15][NH:16][C:17](=[O:18])[C:10]3[C:11]4[C:12]2=[C:4]([NH:5][C:6]=4[CH:7]=[CH:8][CH:9]=3)[CH2:3]1.Cl[CH2:21][CH:22]1[CH2:24][O:23]1.CN(C)CCN1C2CC(C)(C)CC3=NNC(=O)C4C(C=23)=C1C=CC=4. Given the product [CH3:1][C:2]1([CH3:19])[CH2:14][C:13]2=[N:15][NH:16][C:17](=[O:18])[C:10]3[C:11]4[C:12]2=[C:4]([N:5]([CH2:21][CH:22]2[CH2:24][O:23]2)[C:6]=4[CH:7]=[CH:8][CH:9]=3)[CH2:3]1, predict the reactants needed to synthesize it.